Predict the reactants needed to synthesize the given product. From a dataset of Full USPTO retrosynthesis dataset with 1.9M reactions from patents (1976-2016). (1) Given the product [F:25][C:15]1[CH:14]=[CH:13][C:12]([N:11]([CH3:26])[C:6]2[N:5]=[C:4]3[S:3][C:2]([NH:1][C:30]([CH:27]4[CH2:29][CH2:28]4)=[O:31])=[N:10][C:9]3=[CH:8][CH:7]=2)=[CH:17][C:16]=1[NH:18][C:19](=[O:24])[C:20]([F:22])([F:21])[F:23], predict the reactants needed to synthesize it. The reactants are: [NH2:1][C:2]1[S:3][C:4]2[C:9]([N:10]=1)=[CH:8][CH:7]=[C:6]([N:11]([CH3:26])[C:12]1[CH:13]=[CH:14][C:15]([F:25])=[C:16]([NH:18][C:19](=[O:24])[C:20]([F:23])([F:22])[F:21])[CH:17]=1)[N:5]=2.[CH:27]1([C:30](Cl)=[O:31])[CH2:29][CH2:28]1. (2) The reactants are: Cl.[NH:2]1[CH2:7][CH2:6][C:5]2([C:15]3[C:10](=[CH:11][CH:12]=[CH:13][CH:14]=3)[C:9](=[O:16])[CH2:8]2)[CH2:4][CH2:3]1.CCN(CC)CC.[CH:24]1[CH:29]=[CH:28][C:27]([CH2:30][O:31][C:32](Cl)=[O:33])=[CH:26][CH:25]=1. Given the product [O:16]=[C:9]1[C:10]2[C:15](=[CH:14][CH:13]=[CH:12][CH:11]=2)[C:5]2([CH2:6][CH2:7][N:2]([C:32]([O:31][CH2:30][C:27]3[CH:28]=[CH:29][CH:24]=[CH:25][CH:26]=3)=[O:33])[CH2:3][CH2:4]2)[CH2:8]1, predict the reactants needed to synthesize it. (3) Given the product [CH3:1][O:2][C:3](=[O:21])[C:4]1[CH:9]=[CH:8][C:7]([NH:10][C:11]([O:13][C:14]([CH3:15])([CH3:17])[CH3:16])=[O:12])=[CH:6][C:5]=1[NH2:18], predict the reactants needed to synthesize it. The reactants are: [CH3:1][O:2][C:3](=[O:21])[C:4]1[CH:9]=[CH:8][C:7]([NH:10][C:11]([O:13][C:14]([CH3:17])([CH3:16])[CH3:15])=[O:12])=[CH:6][C:5]=1[N+:18]([O-])=O. (4) Given the product [NH:1]1[C:9]2[C:4](=[CH:5][C:6]([NH:10][C:11]3[C:12]4[CH2:30][N:29]([CH3:31])[CH2:28][C:13]=4[N:14]=[C:15]([N:17]4[CH2:25][C:24]5[C:19](=[CH:20][CH:21]=[C:22]([O:26][CH3:27])[CH:23]=5)[CH2:18]4)[N:16]=3)=[CH:7][CH:8]=2)[CH:3]=[N:2]1, predict the reactants needed to synthesize it. The reactants are: [NH:1]1[C:9]2[C:4](=[CH:5][C:6]([N:10](CO)[C:11]3[C:12]4[CH2:30][N:29]([CH3:31])[CH2:28][C:13]=4[N:14]=[C:15]([N:17]4[CH2:25][C:24]5[C:19](=[CH:20][CH:21]=[C:22]([O:26][CH3:27])[CH:23]=5)[CH2:18]4)[N:16]=3)=[CH:7][CH:8]=2)[CH:3]=[N:2]1.Cl. (5) Given the product [Cl:1][C:2]1[CH:3]=[C:4]([NH:17][C:18]2[C:19]3[N:26]=[C:25]([C:27]4[CH:28]=[CH:29][C:30]([CH2:31][N:32]([CH3:41])[CH2:33][CH2:34][NH:35][C:36](=[O:38])[CH3:37])=[CH:39][CH:40]=4)[S:24][C:20]=3[N:21]=[CH:22][N:23]=2)[CH:5]=[CH:6][C:7]=1[O:8][CH2:9][C:10]1[CH:15]=[CH:14][CH:13]=[C:12]([F:16])[CH:11]=1, predict the reactants needed to synthesize it. The reactants are: [Cl:1][C:2]1[CH:3]=[C:4]([NH:17][C:18]2[C:19]3[N:26]=[C:25]([C:27]4[CH:40]=[CH:39][C:30]([CH2:31][NH:32][CH2:33][CH2:34][NH:35][C:36](=[O:38])[CH3:37])=[CH:29][CH:28]=4)[S:24][C:20]=3[N:21]=[CH:22][N:23]=2)[CH:5]=[CH:6][C:7]=1[O:8][CH2:9][C:10]1[CH:15]=[CH:14][CH:13]=[C:12]([F:16])[CH:11]=1.[C:41](=O)([O-])[O-].[K+].[K+].IC.[Cl-].[NH4+].